Dataset: Forward reaction prediction with 1.9M reactions from USPTO patents (1976-2016). Task: Predict the product of the given reaction. (1) The product is: [CH:7]([C:6]1[C:5]([C:21]2[N:20]([C:18]([O:17][C:13]([CH3:16])([CH3:15])[CH3:14])=[O:19])[CH:24]=[CH:23][CH:22]=2)=[N:12][CH:11]=[CH:10][CH:9]=1)=[O:8]. Given the reactants B(O)O.Br[C:5]1[N:12]=[CH:11][CH:10]=[CH:9][C:6]=1[CH:7]=[O:8].[C:13]([O:17][C:18]([N:20]1[CH:24]=[CH:23][CH:22]=[C:21]1B(O)O)=[O:19])([CH3:16])([CH3:15])[CH3:14], predict the reaction product. (2) Given the reactants [CH2:1]([O:8][C:9]1[CH:10]=[C:11]([CH:15]([S:20]([NH2:23])(=[O:22])=[O:21])[C:16]([OH:19])([CH3:18])[CH3:17])[CH:12]=[CH:13][CH:14]=1)[C:2]1[CH:7]=[CH:6][CH:5]=[CH:4][CH:3]=1.[CH:24]1([N:30]=[C:31]=S)[CH2:29][CH2:28][CH2:27][CH2:26][CH2:25]1.C[Si]([N-][Si](C)(C)C)(C)C.[Na+].BrN1C(=O)CCC1=O, predict the reaction product. The product is: [CH2:1]([O:8][C:9]1[CH:10]=[C:11]([CH:15]2[C:16]([CH3:18])([CH3:17])[O:19][C:31]([NH:30][CH:24]3[CH2:29][CH2:28][CH2:27][CH2:26][CH2:25]3)=[N:23][S:20]2(=[O:22])=[O:21])[CH:12]=[CH:13][CH:14]=1)[C:2]1[CH:3]=[CH:4][CH:5]=[CH:6][CH:7]=1. (3) Given the reactants [CH2:1]([N:3]1[CH2:8][CH2:7][CH:6]([CH2:9][C:10]2[CH:15]=[CH:14][CH:13]=[C:12]([F:16])[CH:11]=2)[CH2:5][CH2:4]1)[CH3:2].[Cl:17][S:18](O)(=[O:20])=[O:19], predict the reaction product. The product is: [CH2:1]([N:3]1[CH2:8][CH2:7][CH:6]([CH2:9][C:10]2[CH:11]=[C:12]([F:16])[CH:13]=[CH:14][C:15]=2[S:18]([Cl:17])(=[O:20])=[O:19])[CH2:5][CH2:4]1)[CH3:2]. (4) Given the reactants S([O-])([O-])=O.[Na+].[Na+].[C:7](=O)([O-])O.[Na+].[C:12]([N:15]1[CH2:21][CH2:20][C:19]2[CH:22]=[CH:23][C:24]([S:26](Cl)(=[O:28])=[O:27])=[CH:25][C:18]=2[CH2:17][CH2:16]1)(=[O:14])[CH3:13].CI, predict the reaction product. The product is: [C:12]([N:15]1[CH2:21][CH2:20][C:19]2[CH:22]=[CH:23][C:24]([S:26]([CH3:7])(=[O:28])=[O:27])=[CH:25][C:18]=2[CH2:17][CH2:16]1)(=[O:14])[CH3:13]. (5) Given the reactants [CH:1]([OH:3])=O.C(OC(=O)C)(=O)C.C([O:18][NH:19][CH2:20][C@@H:21]1[C@@H:25]([CH2:26][CH2:27][CH2:28][CH3:29])[CH2:24][N:23]([CH2:30][CH2:31][CH2:32][CH2:33][CH2:34][O:35]CC2C=CC=CC=2)[C:22]1=[O:43])C1C=CC=CC=1.C(N(CC)CC)C, predict the reaction product. The product is: [CH2:26]([C@H:25]1[CH2:24][N:23]([CH2:30][CH2:31][CH2:32][CH2:33][CH2:34][OH:35])[C:22](=[O:43])[C@@H:21]1[CH2:20][N:19]([OH:18])[CH:1]=[O:3])[CH2:27][CH2:28][CH3:29]. (6) The product is: [NH2:7][CH:8]1[CH2:9][C:10]2([CH2:14][CH:13]([N:15]([CH2:40][CH3:41])[C:16]3[C:31]4[CH2:30][CH:29]=[CH:28][CH2:27][CH2:26][C:25]5[CH:32]=[C:33]([CH3:38])[NH:34][C:35](=[O:36])[C:24]=5[CH2:23][NH:22][C:21](=[O:39])[C:20]=4[CH:19]=[CH:18][CH:17]=3)[CH2:12]2)[CH2:11]1. Given the reactants C(OC(=O)[NH:7][CH:8]1[CH2:11][C:10]2([CH2:14][CH:13]([N:15]([CH2:40][CH3:41])[C:16]3[C:31]4[CH2:30][CH:29]=[CH:28][CH2:27][CH2:26][C:25]5[CH:32]=[C:33]([CH3:38])[N:34]=[C:35]([O:36]C)[C:24]=5[CH2:23][NH:22][C:21](=[O:39])[C:20]=4[CH:19]=[CH:18][CH:17]=3)[CH2:12]2)[CH2:9]1)(C)(C)C.Cl, predict the reaction product. (7) Given the reactants [NH2:1][C:2]1[C:3]([NH:13][CH2:14][CH2:15][CH2:16][OH:17])=[C:4]([CH:9]=[CH:10][C:11]=1[Cl:12])[C:5]([O:7][CH3:8])=[O:6].[N:18]([C:21]1[C:22]([CH3:30])=[N:23][C:24]([O:28][CH3:29])=[N:25][C:26]=1[CH3:27])=[C:19]=[S:20], predict the reaction product. The product is: [Cl:12][C:11]1[CH:10]=[CH:9][C:4]([C:5]([O:7][CH3:8])=[O:6])=[C:3]([NH:13][CH2:14][CH2:15][CH2:16][OH:17])[C:2]=1[NH:1][C:19](=[S:20])[NH:18][C:21]1[C:26]([CH3:27])=[N:25][C:24]([O:28][CH3:29])=[N:23][C:22]=1[CH3:30]. (8) Given the reactants [CH:1]1[CH:6]=[CH:5][C:4]([NH:7][C:8]2[CH:13]=[CH:12][C:11](Br)=[CH:10][CH:9]=2)=[CH:3][CH:2]=1.B(O)(O)[C:16]1[CH:21]=[CH:20][C:19]([N:22]([C:29]2[CH:34]=[CH:33][CH:32]=[CH:31][CH:30]=2)[C:23]2[CH:28]=[CH:27][CH:26]=[CH:25][CH:24]=2)=[CH:18][CH:17]=1.C1(C)C=CC=CC=1P(C1C=CC=CC=1C)C1C=CC=CC=1C.C(=O)([O-])[O-].[K+].[K+], predict the reaction product. The product is: [C:4]1([NH:7][C:8]2[CH:13]=[CH:12][C:11]([C:32]3[CH:33]=[CH:34][C:29]([N:22]([C:23]4[CH:24]=[CH:25][CH:26]=[CH:27][CH:28]=4)[C:19]4[CH:20]=[CH:21][CH:16]=[CH:17][CH:18]=4)=[CH:30][CH:31]=3)=[CH:10][CH:9]=2)[CH:5]=[CH:6][CH:1]=[CH:2][CH:3]=1. (9) Given the reactants [F:1][C:2]1[C:21]([NH:22][C:23]([NH:25][C:26]2[CH:31]=[CH:30][N:29]=[C:28]([CH3:32])[CH:27]=2)=[O:24])=[CH:20][CH:19]=[CH:18][C:3]=1[CH2:4][N:5]1[CH2:10][CH2:9][N:8]([C:11]([O:13][C:14](C)(C)C)=[O:12])[CH2:7][CH2:6]1.Cl.CCN(CC)CC.ClC(OC)=O, predict the reaction product. The product is: [F:1][C:2]1[C:21]([NH:22][C:23]([NH:25][C:26]2[CH:31]=[CH:30][N:29]=[C:28]([CH3:32])[CH:27]=2)=[O:24])=[CH:20][CH:19]=[CH:18][C:3]=1[CH2:4][N:5]1[CH2:10][CH2:9][N:8]([C:11]([O:13][CH3:14])=[O:12])[CH2:7][CH2:6]1.